The task is: Regression. Given a peptide amino acid sequence and an MHC pseudo amino acid sequence, predict their binding affinity value. This is MHC class II binding data.. This data is from Peptide-MHC class II binding affinity with 134,281 pairs from IEDB. (1) The peptide sequence is LRHFQKDAKVLFQNW. The MHC is DRB4_0101 with pseudo-sequence DRB4_0103. The binding affinity (normalized) is 0.364. (2) The peptide sequence is LRLANLTEMQEAVIK. The MHC is DRB1_0101 with pseudo-sequence DRB1_0101. The binding affinity (normalized) is 0.587. (3) The peptide sequence is VLVMLVLLILAYRRRWRRLTV. The MHC is DRB3_0101 with pseudo-sequence DRB3_0101. The binding affinity (normalized) is 0.442. (4) The peptide sequence is INEPTAAAIAYGIDR. The MHC is HLA-DQA10102-DQB10602 with pseudo-sequence HLA-DQA10102-DQB10602. The binding affinity (normalized) is 0.978. (5) The peptide sequence is CAWTIVRVEILRNFY. The MHC is DRB1_0901 with pseudo-sequence DRB1_0901. The binding affinity (normalized) is 0.387. (6) The peptide sequence is GGSILKISNKFHTKG. The MHC is DRB5_0101 with pseudo-sequence DRB5_0101. The binding affinity (normalized) is 0.747. (7) The peptide sequence is ITYGETGGNSPVQEF. The MHC is HLA-DQA10101-DQB10501 with pseudo-sequence HLA-DQA10101-DQB10501. The binding affinity (normalized) is 0.0267. (8) The peptide sequence is REEHYIVLSSELRLS. The MHC is DRB1_1501 with pseudo-sequence DRB1_1501. The binding affinity (normalized) is 0.697. (9) The peptide sequence is SAQNISGAGWSGMAE. The MHC is DRB3_0202 with pseudo-sequence DRB3_0202. The binding affinity (normalized) is 0.0205. (10) The peptide sequence is KVRSHAAIGAYLEEQ. The MHC is DRB1_0301 with pseudo-sequence DRB1_0301. The binding affinity (normalized) is 0.302.